Predict which catalyst facilitates the given reaction. From a dataset of Catalyst prediction with 721,799 reactions and 888 catalyst types from USPTO. (1) Reactant: [CH3:1][S:2]([C:5]1[CH:10]=[C:9]([C@@H:11]([NH:15][C:16]([C:18]2[C:19]3[CH:26]=[N:25][N:24]([C:27]4[CH:32]=[CH:31][C:30]([F:33])=[CH:29][CH:28]=4)[C:20]=3[CH:21]=[N:22][CH:23]=2)=[O:17])[CH2:12][CH:13]=[O:14])[CH:8]=[CH:7][N:6]=1)(=[O:4])=[O:3].CC(=CC)C.Cl([O-])=[O:40].[Na+].O.P([O-])(O)(O)=O.[Na+]. Product: [F:33][C:30]1[CH:29]=[CH:28][C:27]([N:24]2[C:20]3[CH:21]=[N:22][CH:23]=[C:18]([C:16]([NH:15][C@H:11]([C:9]4[CH:8]=[CH:7][N:6]=[C:5]([S:2]([CH3:1])(=[O:4])=[O:3])[CH:10]=4)[CH2:12][C:13]([OH:40])=[O:14])=[O:17])[C:19]=3[CH:26]=[N:25]2)=[CH:32][CH:31]=1. The catalyst class is: 371. (2) The catalyst class is: 241. Product: [Cl:1][C:2]1[CH:3]=[CH:4][C:5]([CH2:6][NH:7][C:8]([C:10]2[C:19](=[O:20])[C:18]3[C:13](=[C:14]([I:23])[CH:15]=[C:16]([CH2:21][Cl:40])[CH:17]=3)[N:12]([CH3:24])[CH:11]=2)=[O:9])=[CH:25][CH:26]=1. Reactant: [Cl:1][C:2]1[CH:26]=[CH:25][C:5]([CH2:6][NH:7][C:8]([C:10]2[C:19](=[O:20])[C:18]3[C:13](=[C:14]([I:23])[CH:15]=[C:16]([CH2:21]O)[CH:17]=3)[N:12]([CH3:24])[CH:11]=2)=[O:9])=[CH:4][CH:3]=1.N1C(C)=CC(C)=CC=1C.CS([Cl:40])(=O)=O.